Dataset: Catalyst prediction with 721,799 reactions and 888 catalyst types from USPTO. Task: Predict which catalyst facilitates the given reaction. (1) Reactant: C(Cl)(=O)C(Cl)=O.CS(C)=O.[Cl:11][C:12]1[CH:30]=[C:29]([Cl:31])[CH:28]=[CH:27][C:13]=1[CH2:14][N:15]1[CH2:19][C@H:18]([C:20]2[CH:24]=[CH:23][S:22][CH:21]=2)[C@@H:17]([CH2:25][OH:26])[CH2:16]1.CCOCC. Product: [Cl:11][C:12]1[CH:30]=[C:29]([Cl:31])[CH:28]=[CH:27][C:13]=1[CH2:14][N:15]1[CH2:19][C@H:18]([C:20]2[CH:24]=[CH:23][S:22][CH:21]=2)[C@@H:17]([CH:25]=[O:26])[CH2:16]1. The catalyst class is: 2. (2) Reactant: [NH2:1][C:2]1[CH:7]=[CH:6][C:5]([C:8]2[CH:13]=[CH:12][C:11]([C:14]([C@@H:16]3[CH2:20][CH2:19][CH2:18][C@H:17]3[C:21]([O:23][CH3:24])=[O:22])=[O:15])=[CH:10][CH:9]=2)=[CH:4][C:3]=1[F:25].[CH3:26][C:27]1[CH:39]=[CH:38][C:30]2[N:31]=[C:32](S(C)(=O)=O)[O:33][C:29]=2[CH:28]=1. Product: [F:25][C:3]1[CH:4]=[C:5]([C:8]2[CH:9]=[CH:10][C:11]([C:14]([C@@H:16]3[CH2:20][CH2:19][CH2:18][C@H:17]3[C:21]([O:23][CH3:24])=[O:22])=[O:15])=[CH:12][CH:13]=2)[CH:6]=[CH:7][C:2]=1[NH:1][C:32]1[O:33][C:29]2[CH:28]=[C:27]([CH3:26])[CH:39]=[CH:38][C:30]=2[N:31]=1. The catalyst class is: 68.